This data is from Full USPTO retrosynthesis dataset with 1.9M reactions from patents (1976-2016). The task is: Predict the reactants needed to synthesize the given product. (1) Given the product [C:1]([O:5][C:6]([NH:8][C@H:9]([C:13]1[CH:18]=[C:17]([C:19]2[CH:28]=[CH:27][C:26]([NH:29][C:30]([O:32][CH3:33])=[O:31])=[CH:25][C:20]=2[C:21]([OH:23])=[O:22])[CH:16]=[CH:15][N:14]=1)[CH2:10][CH:11]=[CH2:12])=[O:7])([CH3:4])([CH3:2])[CH3:3], predict the reactants needed to synthesize it. The reactants are: [C:1]([O:5][C:6]([NH:8][C@H:9]([C:13]1[CH:18]=[C:17]([C:19]2[CH:28]=[CH:27][C:26]([NH:29][C:30]([O:32][CH3:33])=[O:31])=[CH:25][C:20]=2[C:21]([O:23]C)=[O:22])[CH:16]=[CH:15][N:14]=1)[CH2:10][CH:11]=[CH2:12])=[O:7])([CH3:4])([CH3:3])[CH3:2].[OH-].[Na+].Cl. (2) Given the product [CH2:18]([O:20][C:21]1[CH:26]=[CH:25][C:24]([C:2]2[CH:7]=[CH:6][C:5]([CH:8]3[CH2:17][CH2:16][C:11]4([O:15][CH2:14][CH2:13][O:12]4)[CH2:10][CH2:9]3)=[CH:4][CH:3]=2)=[C:23]([F:30])[C:22]=1[F:31])[CH3:19], predict the reactants needed to synthesize it. The reactants are: Br[C:2]1[CH:7]=[CH:6][C:5]([C:8]2[CH2:17][CH2:16][C:11]3([O:15][CH2:14][CH2:13][O:12]3)[CH2:10][CH:9]=2)=[CH:4][CH:3]=1.[CH2:18]([O:20][C:21]1[CH:26]=[CH:25][C:24](B(O)O)=[C:23]([F:30])[C:22]=1[F:31])[CH3:19].P([O-])([O-])([O-])=O.[K+].[K+].[K+].O1CCOCC1.